Dataset: Reaction yield outcomes from USPTO patents with 853,638 reactions. Task: Predict the reaction yield, written as a fraction of the theoretical maximum amount of product (1.0 means a 100% yield; for example, 0.34 means a 34% yield). (1) The reactants are Cl[C:2]1[N:7]=[N:6][C:5]([NH:8][C:9]2[C:10]3[CH:11]=[CH:12][N:13]=[CH:14][C:15]=3[CH:16]=[CH:17][CH:18]=2)=[CH:4][C:3]=1[C:19]1[CH:24]=[CH:23][C:22]([C:25]([F:28])([F:27])[F:26])=[CH:21][CH:20]=1.[F:29][C:30]([F:41])([F:40])[C:31]1[CH:36]=[CH:35][C:34](B(O)O)=[CH:33][CH:32]=1.C(=O)([O-])[O-].[Na+].[Na+].C(Cl)(Cl)Cl.O. The catalyst is O1CCOCC1. The product is [F:29][C:30]([F:41])([F:40])[C:31]1[CH:36]=[CH:35][C:34]([C:4]2[C:3]([C:19]3[CH:24]=[CH:23][C:22]([C:25]([F:28])([F:27])[F:26])=[CH:21][CH:20]=3)=[CH:2][N:7]=[N:6][C:5]=2[NH:8][C:9]2[C:10]3[CH:11]=[CH:12][N:13]=[CH:14][C:15]=3[CH:16]=[CH:17][CH:18]=2)=[CH:33][CH:32]=1. The yield is 0.340. (2) The reactants are C(=O)([O-])[O-].[Cs+].[Cs+].[C:7]([O:11][C:12](=[O:25])[NH:13][CH2:14][C:15]([C:18]1[CH:23]=[CH:22][C:21]([OH:24])=[CH:20][CH:19]=1)([CH3:17])[CH3:16])([CH3:10])([CH3:9])[CH3:8].Cl[C:27]1[CH:35]=[CH:34][C:30]([C:31]([NH2:33])=[O:32])=[CH:29][N:28]=1. The catalyst is CN(C)C=O.[Cl-].[Na+].O. The product is [C:7]([O:11][C:12](=[O:25])[NH:13][CH2:14][C:15]([C:18]1[CH:19]=[CH:20][C:21]([O:24][C:27]2[CH:35]=[CH:34][C:30]([C:31](=[O:32])[NH2:33])=[CH:29][N:28]=2)=[CH:22][CH:23]=1)([CH3:17])[CH3:16])([CH3:8])([CH3:9])[CH3:10]. The yield is 0.400.